This data is from Full USPTO retrosynthesis dataset with 1.9M reactions from patents (1976-2016). The task is: Predict the reactants needed to synthesize the given product. (1) Given the product [Cl:22][CH2:23][C:24]1[N:6]([C:7]2[CH:12]=[CH:11][CH:10]=[CH:9][C:8]=2[Cl:13])[C:4](=[O:5])[C:3]2[C:2](=[CH:17][C:16]([O:18][CH3:19])=[C:15]([O:20][CH3:21])[CH:14]=2)[N:1]=1, predict the reactants needed to synthesize it. The reactants are: [NH2:1][C:2]1[CH:17]=[C:16]([O:18][CH3:19])[C:15]([O:20][CH3:21])=[CH:14][C:3]=1[C:4]([NH:6][C:7]1[CH:12]=[CH:11][CH:10]=[CH:9][C:8]=1[Cl:13])=[O:5].[Cl:22][CH2:23][C:24](Cl)=O. (2) Given the product [CH2:22]([O:21][C:19]([N:15]1[CH2:16][CH2:17][CH2:18][CH:14]1[C:12]([N:8]1[CH2:9][CH2:10][CH2:11][C@:7]1([CH2:6][C:5]1[CH:33]=[CH:34][CH:35]=[C:3]([O:2][CH3:1])[CH:4]=1)[C:29]([OH:31])=[O:30])=[O:13])=[O:20])[C:23]1[CH:28]=[CH:27][CH:26]=[CH:25][CH:24]=1, predict the reactants needed to synthesize it. The reactants are: [CH3:1][O:2][C:3]1[CH:4]=[C:5]([CH:33]=[CH:34][CH:35]=1)[CH2:6][C:7]1([C:29]([O:31]C)=[O:30])[CH2:11][CH2:10][CH2:9][N:8]1[C:12]([C@@H:14]1[CH2:18][CH2:17][CH2:16][N:15]1[C:19]([O:21][CH2:22][C:23]1[CH:28]=[CH:27][CH:26]=[CH:25][CH:24]=1)=[O:20])=[O:13].[OH-].[Na+].C(O)(=O)CC(CC(O)=O)(C(O)=O)O.